This data is from Catalyst prediction with 721,799 reactions and 888 catalyst types from USPTO. The task is: Predict which catalyst facilitates the given reaction. (1) Reactant: [OH:1][C@H:2]1[CH2:6][CH2:5][O:4][CH2:3]1.CCN(CC)CC.ClC([O:17][C:18](Cl)(Cl)Cl)=O.[NH2:22][C:23]1[CH:24]=[C:25]([C:32]([F:35])([F:34])[F:33])[CH:26]=[C:27]([N+:29]([O-:31])=[O:30])[CH:28]=1.ClC([O-])=O. The catalyst class is: 11. Product: [N+:29]([C:27]1[CH:28]=[C:23]([NH:22][C:18](=[O:17])[O:1][C@H:2]2[CH2:6][CH2:5][O:4][CH2:3]2)[CH:24]=[C:25]([C:32]([F:33])([F:34])[F:35])[CH:26]=1)([O-:31])=[O:30]. (2) Reactant: [NH2:1][C:2]1[C:7]([Cl:8])=[CH:6][CH:5]=[CH:4][C:3]=1[C:9](=O)[CH2:10]Cl.[BH4-].[Na+]. Product: [Cl:8][C:7]1[CH:6]=[CH:5][CH:4]=[C:3]2[C:2]=1[NH:1][CH:10]=[CH:9]2. The catalyst class is: 38. (3) Product: [Cl:1][C:2]1[CH:3]=[CH:4][C:5]2[N:11]3[C:12]([CH:15]([CH3:16])[CH3:17])=[N:13][N:14]=[C:10]3[CH:9]([CH2:18][C:19]([N:21]3[CH2:26][CH2:25][CH2:24][CH2:23][CH:22]3[C:27]([OH:29])=[O:28])=[O:20])[O:8][CH:7]([C:32]3[CH:37]=[CH:36][CH:35]=[C:34]([O:38][CH3:39])[C:33]=3[O:40][CH3:41])[C:6]=2[CH:42]=1. The catalyst class is: 12. Reactant: [Cl:1][C:2]1[CH:3]=[CH:4][C:5]2[N:11]3[C:12]([CH:15]([CH3:17])[CH3:16])=[N:13][N:14]=[C:10]3[CH:9]([CH2:18][C:19]([N:21]3[CH2:26][CH2:25][CH2:24][CH2:23][CH:22]3[C:27]([O:29]CC)=[O:28])=[O:20])[O:8][CH:7]([C:32]3[CH:37]=[CH:36][CH:35]=[C:34]([O:38][CH3:39])[C:33]=3[O:40][CH3:41])[C:6]=2[CH:42]=1.Cl. (4) Reactant: [CH3:1][O:2][C:3]([C:5]1[CH:10]=[CH:9][C:8](B(O)O)=[CH:7][CH:6]=1)=[O:4].Br[C:15]1[CH:16]=[N:17][C:18]2[C:23]([CH:24]=1)=[CH:22][CH:21]=[C:20]([O:25][CH3:26])[CH:19]=2.C([O-])([O-])=O.[Na+].[Na+]. Product: [CH3:26][O:25][C:20]1[CH:19]=[C:18]2[C:23]([CH:24]=[C:15]([C:8]3[CH:9]=[CH:10][C:5]([C:3]([O:2][CH3:1])=[O:4])=[CH:6][CH:7]=3)[CH:16]=[N:17]2)=[CH:22][CH:21]=1. The catalyst class is: 149. (5) Reactant: [CH3:1][O:2][C:3]1[N:8]=[C:7](/[CH:9]=[CH:10]/[C:11]2[CH:16]=[CH:15][CH:14]=[CH:13][CH:12]=2)[CH:6]=[CH:5][N:4]=1. Product: [CH3:1][O:2][C:3]1[N:8]=[C:7]([CH2:9][CH2:10][C:11]2[CH:16]=[CH:15][CH:14]=[CH:13][CH:12]=2)[CH:6]=[CH:5][N:4]=1. The catalyst class is: 19. (6) Reactant: [H-].[Na+].[CH3:3][O:4][CH:5]([C:14]1[CH:19]=[CH:18][C:17]([O:20][CH3:21])=[CH:16][CH:15]=1)[CH2:6][CH:7]=[CH:8][CH:9]=[CH:10][C:11](O)=[O:12].C(Cl)(=O)C([Cl:25])=O. Product: [CH3:3][O:4][CH:5]([C:14]1[CH:19]=[CH:18][C:17]([O:20][CH3:21])=[CH:16][CH:15]=1)[CH2:6][CH:7]=[CH:8][CH:9]=[CH:10][C:11]([Cl:25])=[O:12]. The catalyst class is: 48.